From a dataset of Full USPTO retrosynthesis dataset with 1.9M reactions from patents (1976-2016). Predict the reactants needed to synthesize the given product. (1) The reactants are: CO[C:3]1([O:9][CH3:10])[CH2:8][CH2:7][O:6][CH2:5][CH2:4]1.[C:11]([N+:15]#[C-])(C)(C)C.C(=O)([O-])O.[Na+]. Given the product [CH3:10][O:9][C:3]1([C:11]#[N:15])[CH2:4][CH2:5][O:6][CH2:7][CH2:8]1, predict the reactants needed to synthesize it. (2) Given the product [Cl:1][C:2]1[CH:3]=[C:4]([NH:9][C:10]2[C:19]3[C:14](=[CH:15][C:16]([O:40][CH3:41])=[C:17]([O:20][CH2:21][CH2:22][CH2:23][N:24]4[CH2:32][CH:31]5[CH:26]([CH2:27][NH:28][CH2:29][CH2:30]5)[CH2:25]4)[CH:18]=3)[N:13]=[CH:12][N:11]=2)[CH:5]=[CH:6][C:7]=1[F:8], predict the reactants needed to synthesize it. The reactants are: [Cl:1][C:2]1[CH:3]=[C:4]([NH:9][C:10]2[C:19]3[C:14](=[CH:15][C:16]([O:40][CH3:41])=[C:17]([O:20][CH2:21][CH2:22][CH2:23][N:24]4[CH2:32][CH:31]5[CH:26]([CH2:27][N:28](C(OC(C)(C)C)=O)[CH2:29][CH2:30]5)[CH2:25]4)[CH:18]=3)[N:13]=[CH:12][N:11]=2)[CH:5]=[CH:6][C:7]=1[F:8].Cl.